From a dataset of Drug-target binding data from BindingDB using Ki measurements. Regression. Given a target protein amino acid sequence and a drug SMILES string, predict the binding affinity score between them. We predict pKi (pKi = -log10(Ki in M); higher means stronger inhibition). Dataset: bindingdb_ki. (1) The small molecule is O=P(O)(O)C(O)(Cc1cccc(-c2cccc(NS(=O)(=O)c3ccc4ccccc4c3)c2)c1)P(=O)(O)O. The target protein (O95749) has sequence MEKTQETVQRILLEPYKYLLQLPGKQVRTKLSQAFNHWLKVPEDKLQIIIEVTEMLHNASLLIDDIEDNSKLRRGFPVAHSIYGIPSVINSANYVYFLGLEKVLTLDHPDAVKLFTRQLLELHQGQGLDIYWRDNYTCPTEEEYKAMVLQKTGGLFGLAVGLMQLFSDYKEDLKPLLNTLGLFFQIRDDYANLHSKEYSENKSFCEDLTEGKFSFPTIHAIWSRPESTQVQNILRQRTENIDIKKYCVHYLEDVGSFEYTRNTLKELEAKAYKQIDARGGNPELVALVKHLSKMFKEENE. The pKi is 7.2. (2) The drug is O=C(CN(Cc1ccccc1[N+](=O)[O-])S(=O)(=O)c1c(F)c(F)c(F)c(F)c1F)NO. The target protein sequence is MKKNILKILMDSYSKESKIQTVRRVTSVSLLAVYLTMNTSSLVLAKPIENTNDTSIKNVEKLRNAPNEENSKKVEDSKNDKVEHVKNIEEAKVEQVAPEVKSKSTLRSASIANTNSEKYDFEYLNGLSYTELTNLIKNIKWNQINGLFNYSTGSQKFFGDKNRVQAIINALQESGRTYTANDMKGIETFTEVLRAGFYLGYYNDGLSYLNDRNFQDKCIPAMIAIQKNPNFKLGTAVQDEVITSLGKLIGNASANAEVVNNCVPVLKQFRENLNQYAPDYVKGTAVNELIKGIEFDFSGAAYEKDVKTMPWYGKIDPFINELKALGLYGNITSATEWASDVGIYYLSKFGLYSTNRNDIVQSLEKAVDMYKYGKIAFVAMERITWDYDGIGSNGKKVDHDKFLDDAEKHYLPKTYTFDNGTFIIRAGDKVSEEKIKRLYWASREVKSQFHRVVGNDKALEVGNADDVLTMKIFNSPEEYKFNTNINGVSTDNGGLYIEPR.... The pKi is 8.2. (3) The drug is CCCCCCCCCCCCC[C@H](F)[C@@H](C)C(=O)SCCNC(=O)CCNC(=O)C(O)C(C)(C)COP(=O)(O)OP(=O)(O)OC[C@H]1O[C@@H](n2cnc3c(N)ncnc32)[C@H](O)[C@@H]1OP(=O)(O)O. The target protein (P70473) has sequence MALRGVRVLELAGLAPGPFCGMILADFGAEVVLVDRLGSVNHPSHLARGKRSLALDLKRSPGAAVLRRMCARADVLLEPFRCGVMEKLQLGPETLRQDNPKLIYARLSGFGQSGIFSKVAGHDINYVALSGVLSKIGRSGENPYPPLNLLADFGGGGLMCTLGILLALFERTRSGLGQVIDANMVEGTAYLSTFLWKTQAMGLWAQPRGQNLLDGGAPFYTTYKTADGEFMAVGAIEPQFYTLLLKGLGLESEELPSQMSIEDWPEMKKKFADVFARKTKAEWCQIFDGTDACVTPVLTLEEALHHQHNRERGSFITDEEQHACPRPAPQLSRTPAVPSAKRDPSVGEHTVEVLKDYGFSQEEIHQLHSDRIIESNKLKANL. The pKi is 5.9. (4) The compound is OC[C@H]1NC[C@H](O)[C@@H](O)[C@H]1O. The target protein (Q59750) has sequence MRSVTSFNDSWVFSEASTRDAERSGRVSRSACRTNAVELPFNYFDERCYQRAFTYQRVLAWRPDFSQGSRSSSTRQWPMRSCISTAKRSSRIRDGYTPFEARLTDRLLEGDNLITVKIDGSENPEIPPFGAGIDYLTYAGIYRDVWLKVTDPVSIANIKIETRDVLSDHKAVSLRCDLSNPQGLSFSGTISALLKNAAGEVLAEVAGETTGQSLAFEMDGLRGLSLWDIDDPVLYVIEVELRTGQGFRLLRRAFRLPHGEFTTEGFRLNGRPLKIRGLNRHQSFPYVGLRMGRTAKGSAHADIMNAHRLHCNLVRTSHYPQSKWFLDHCDRIGLLVFARNPRLAAYRWGGMETGGNPERPPHRSSATGTTRLSYIWGVRINESQDSHDFYAETNRLARELDPTRQTGGVRYITDSEFLEDVYTMNDFILGNEELPGANRPGTALRPQQECTGLPRKVPYLITEFGGHMYPTKIYDQEQRQAEHVRRHLEVLNAAYARNPG.... The pKi is 4.9. (5) The small molecule is COc1ccc(S(=O)(=O)N2c3ccccc3CCC2CCS(=O)(=O)N2CCC(NCC3CCCCC3)CC2)c(OC)c1. The target protein (P48974) has sequence MNSEPSWTATPSPGGTLPVPNATTPWLGRDEELAKVEIGILATVLVLATGGNLAVLLTLGRHGHKRSRMHLFVLHLALTDLGVALFQVLPQLLWDITYRFQGSDLLCRAVKYLQVLSMFASTYMLLAMTLDRYLAVCHPLRSLRQPSQSTYPLIAAPWLLAAILSLPQVFIFSLREVIQGSGVLDCWADFYFSWGPRAYITWTTMAIFVLPVAVLSACYGLICHEIYKNLKVKTQAGREERRGWRTWDKSSSSAVATAATRGLPSRVSSISTISRAKIRTVKMTFVIVLAYIACWAPFFSVQMWSVWDENAPNEDSTNVAFTISMLLGNLSSCCNPWIYMGFNSRLLPRSLSHHACCTGSKPQVHRQLSTSSLTSRRTTLLTHACGSPTLRLSLNLSLRAKPRPAGSLKDLEQVDGEATMETSIF. The pKi is 7.7. (6) The drug is CC[C@H](C)[C@H](NC(=O)[C@H](CO)NC(=O)[C@H](CC(N)=O)NC(=O)[C@H](CC(C)C)NC(=O)[C@H](Cc1ccc(O)cc1)NC(=O)[C@H](CCCCN)NC(=O)[C@H](CCCCN)NC(=O)[C@@H](NC(=O)[C@H](C)NC(=O)[C@H](CCSC)NC(=O)[C@H](CCC(N)=O)NC(=O)[C@H](CCCCN)NC(=O)[C@H](CCCN=C(N)N)NC(=O)[C@H](CC(C)C)NC(=O)[C@H](CCCN=C(N)N)NC(=O)C(NC(=O)[C@H](Cc1ccc(O)cc1)NC(=O)[C@H](CC(N)=O)NC(=O)[C@@H](CC(=O)O)NC(=O)[C@@H](NC(=O)[C@H](Cc1ccccc1)NC(=O)[C@@H](NC(=O)[C@H](C)NC(=O)[C@H](CC(=O)O)NC(=O)[C@H](CO)NC(=O)[C@@H](N)Cc1cnc[nH]1)C(C)C)[C@@H](C)O)[C@@H](C)O)C(C)C)C(=O)N[C@@H](CC(C)C)C(=O)N[C@@H](CC(N)=O)C(N)=O. The target protein (P01283) has sequence MESRSKPQFLAILTLFSVLFSQSLAWPLYGPPSSVRLDDRLQFEGAGDPDQVSLKADSDILQNALAENDTPYYDVSRNARHADGVFTSDYSRLLGQISAKKYLESLIGKRISSSISEDPVPVKRHSDAVFTDNYTRLRKQMAVKKYLNSILNGKRSSEGDSPDFLEELEK. The pKi is 6.6.